Dataset: Full USPTO retrosynthesis dataset with 1.9M reactions from patents (1976-2016). Task: Predict the reactants needed to synthesize the given product. (1) Given the product [Br:1][C:2]1[CH:7]=[CH:6][C:5]([CH:8]([C:20]2[S:24][CH:23]=[N:22][C:21]=2[CH3:25])[CH2:9][C:10]([C:12]2[CH:17]=[CH:16][C:15](=[O:18])[NH:14][CH:13]=2)=[O:11])=[CH:4][CH:3]=1, predict the reactants needed to synthesize it. The reactants are: [Br:1][C:2]1[CH:7]=[CH:6][C:5]([CH:8]([C:20]2[S:24][CH:23]=[N:22][C:21]=2[CH3:25])[CH2:9][C:10]([C:12]2[CH:13]=[N:14][C:15]([O:18]C)=[CH:16][CH:17]=2)=[O:11])=[CH:4][CH:3]=1.Cl. (2) Given the product [Cl:17][C:18]1[CH:25]=[C:24]([Cl:26])[CH:23]=[CH:22][C:19]=1[CH:20]1[C:29]([C:30]([O:32][CH2:33][CH3:34])=[O:31])=[C:28]([CH3:35])[NH:13][C:12]([C:9]2[S:10][CH:11]=[C:7]([C:6]([F:5])([F:15])[F:16])[N:8]=2)=[N:14]1, predict the reactants needed to synthesize it. The reactants are: C(O)(=O)C.[F:5][C:6]([F:16])([F:15])[C:7]1[N:8]=[C:9]([C:12](=[NH:14])[NH2:13])[S:10][CH:11]=1.[Cl:17][C:18]1[CH:25]=[C:24]([Cl:26])[CH:23]=[CH:22][C:19]=1[CH:20]=O.O=[C:28]([CH3:35])[CH2:29][C:30]([O:32][CH2:33][CH3:34])=[O:31]. (3) Given the product [CH2:49]([O:56][C:57]1[N:58]=[C:59]([NH2:75])[CH:60]=[C:61]([C:63]2[CH:68]=[CH:67][CH:66]=[CH:65][CH:64]=2)[CH:62]=1)[C:50]1[CH:55]=[CH:54][CH:53]=[CH:52][CH:51]=1, predict the reactants needed to synthesize it. The reactants are: C(=O)([O-])[O-].[Cs+].[Cs+].CC1(C)C2C(=C(P(C3C=CC=CC=3)C3C=CC=CC=3)C=CC=2)OC2C(P(C3C=CC=CC=3)C3C=CC=CC=3)=CC=CC1=2.[CH2:49]([O:56][C:57]1[CH:62]=[C:61]([C:63]2[CH:68]=[CH:67][CH:66]=[CH:65][CH:64]=2)[CH:60]=[C:59](Cl)[N:58]=1)[C:50]1[CH:55]=[CH:54][CH:53]=[CH:52][CH:51]=1.COC1C=C(OC)C=CC=1C[NH2:75].FC(F)(F)C(O)=O. (4) Given the product [Cl:1][C:2]1[CH:7]=[C:6]([C:12]#[C:11][C:13]2[CH:22]=[CH:21][C:16]([C:17]([O:19][CH3:20])=[O:18])=[CH:15][C:14]=2[CH3:23])[CH:5]=[N:4][C:3]=1[C:9]#[N:10], predict the reactants needed to synthesize it. The reactants are: [Cl:1][C:2]1[C:3]([C:9]#[N:10])=[N:4][CH:5]=[C:6](Cl)[CH:7]=1.[C:11]([C:13]1[CH:22]=[CH:21][C:16]([C:17]([O:19][CH3:20])=[O:18])=[CH:15][C:14]=1[CH3:23])#[CH:12].C(N(CC)CC)C. (5) Given the product [Cl:1][C:2]1[CH:3]=[CH:4][C:5]([C:28]([F:30])([F:31])[F:29])=[C:6]([CH:27]=1)[CH2:7][N:8]1[CH2:13][CH2:12][NH:11][C:10]2[N:14]=[CH:15][C:16]([C:18]3[CH:19]=[C:20]([CH:24]=[CH:25][CH:26]=3)[C:21]([N:32]3[CH2:33][CH2:34][CH:35]([N:38]4[C:42]5[CH:43]=[CH:44][CH:45]=[CH:46][C:41]=5[NH:40][C:39]4=[O:47])[CH2:36][CH2:37]3)=[O:23])=[CH:17][C:9]1=2, predict the reactants needed to synthesize it. The reactants are: [Cl:1][C:2]1[CH:3]=[CH:4][C:5]([C:28]([F:31])([F:30])[F:29])=[C:6]([CH:27]=1)[CH2:7][N:8]1[CH2:13][CH2:12][NH:11][C:10]2[N:14]=[CH:15][C:16]([C:18]3[CH:19]=[C:20]([CH:24]=[CH:25][CH:26]=3)[C:21]([OH:23])=O)=[CH:17][C:9]1=2.[NH:32]1[CH2:37][CH2:36][CH:35]([N:38]2[C:42]3[CH:43]=[CH:44][CH:45]=[CH:46][C:41]=3[NH:40][C:39]2=[O:47])[CH2:34][CH2:33]1. (6) Given the product [N+:13]([C:5]1[C:6]([OH:7])=[CH:1][CH:2]=[C:3]([CH3:8])[CH:4]=1)([O-:15])=[O:14], predict the reactants needed to synthesize it. The reactants are: [CH:1]1[C:6]([OH:7])=[CH:5][CH:4]=[C:3]([CH3:8])[CH:2]=1.ClCCCl.[N+:13]([O-])([OH:15])=[O:14]. (7) Given the product [F:3][C:4]1[CH:9]=[CH:8][C:7]([F:10])=[CH:6][C:5]=1/[CH:11]=[CH:12]/[CH2:13][N:14]1[CH2:18][CH2:17][C:16]([CH2:23][CH2:24][CH2:25][C:26]2[C:35]3[C:30](=[CH:31][CH:32]=[C:33]([O:36][CH3:37])[CH:34]=3)[N:29]=[CH:28][C:27]=2[F:38])([C:19]([OH:21])=[O:20])[CH2:15]1, predict the reactants needed to synthesize it. The reactants are: [OH-].[Na+].[F:3][C:4]1[CH:9]=[CH:8][C:7]([F:10])=[CH:6][C:5]=1/[CH:11]=[CH:12]/[CH2:13][N:14]1[CH2:18][CH2:17][C:16]([CH2:23][CH2:24][CH2:25][C:26]2[C:35]3[C:30](=[CH:31][CH:32]=[C:33]([O:36][CH3:37])[CH:34]=3)[N:29]=[CH:28][C:27]=2[F:38])([C:19]([O:21]C)=[O:20])[CH2:15]1.